This data is from NCI-60 drug combinations with 297,098 pairs across 59 cell lines. The task is: Regression. Given two drug SMILES strings and cell line genomic features, predict the synergy score measuring deviation from expected non-interaction effect. (1) Drug 1: C(CCl)NC(=O)N(CCCl)N=O. Drug 2: N.N.Cl[Pt+2]Cl. Cell line: OVCAR-8. Synergy scores: CSS=27.6, Synergy_ZIP=-8.54, Synergy_Bliss=-2.65, Synergy_Loewe=-5.36, Synergy_HSA=-0.722. (2) Drug 1: CNC(=O)C1=CC=CC=C1SC2=CC3=C(C=C2)C(=NN3)C=CC4=CC=CC=N4. Drug 2: CCN(CC)CCNC(=O)C1=C(NC(=C1C)C=C2C3=C(C=CC(=C3)F)NC2=O)C. Cell line: OVCAR3. Synergy scores: CSS=-7.20, Synergy_ZIP=4.00, Synergy_Bliss=0.470, Synergy_Loewe=-2.73, Synergy_HSA=-5.57. (3) Drug 1: CC1=C2C(C(=O)C3(C(CC4C(C3C(C(C2(C)C)(CC1OC(=O)C(C(C5=CC=CC=C5)NC(=O)C6=CC=CC=C6)O)O)OC(=O)C7=CC=CC=C7)(CO4)OC(=O)C)O)C)OC(=O)C. Drug 2: C1=NC2=C(N1)C(=S)N=CN2. Cell line: MDA-MB-231. Synergy scores: CSS=54.0, Synergy_ZIP=-5.90, Synergy_Bliss=-8.62, Synergy_Loewe=-6.29, Synergy_HSA=-3.98. (4) Drug 1: C1=CC=C(C(=C1)C(C2=CC=C(C=C2)Cl)C(Cl)Cl)Cl. Drug 2: CN(CCCl)CCCl.Cl. Cell line: HCT116. Synergy scores: CSS=12.8, Synergy_ZIP=-0.132, Synergy_Bliss=0.879, Synergy_Loewe=-32.3, Synergy_HSA=0.351. (5) Drug 1: CC(C)CN1C=NC2=C1C3=CC=CC=C3N=C2N. Drug 2: CC1C(C(CC(O1)OC2CC(CC3=C2C(=C4C(=C3O)C(=O)C5=C(C4=O)C(=CC=C5)OC)O)(C(=O)CO)O)N)O.Cl. Cell line: UO-31. Synergy scores: CSS=38.6, Synergy_ZIP=-3.50, Synergy_Bliss=-3.46, Synergy_Loewe=-6.91, Synergy_HSA=-2.51. (6) Drug 1: CN(C)N=NC1=C(NC=N1)C(=O)N. Drug 2: CCC1=C2CN3C(=CC4=C(C3=O)COC(=O)C4(CC)O)C2=NC5=C1C=C(C=C5)O. Cell line: EKVX. Synergy scores: CSS=12.7, Synergy_ZIP=-1.59, Synergy_Bliss=1.05, Synergy_Loewe=-11.6, Synergy_HSA=-0.440. (7) Drug 1: CC12CCC3C(C1CCC2=O)CC(=C)C4=CC(=O)C=CC34C. Drug 2: CC(C)CN1C=NC2=C1C3=CC=CC=C3N=C2N. Cell line: RPMI-8226. Synergy scores: CSS=52.2, Synergy_ZIP=2.57, Synergy_Bliss=1.96, Synergy_Loewe=0.879, Synergy_HSA=0.158.